Task: Regression. Given a peptide amino acid sequence and an MHC pseudo amino acid sequence, predict their binding affinity value. This is MHC class I binding data.. Dataset: Peptide-MHC class I binding affinity with 185,985 pairs from IEDB/IMGT (1) The peptide sequence is YVPHFKVGWA. The MHC is Mamu-A01 with pseudo-sequence Mamu-A01. The binding affinity (normalized) is 0. (2) The peptide sequence is HYNAFHWAI. The MHC is HLA-C07:02 with pseudo-sequence HLA-C07:02. The binding affinity (normalized) is 0.642. (3) The peptide sequence is QYPSGQGSF. The MHC is HLA-A29:02 with pseudo-sequence HLA-A29:02. The binding affinity (normalized) is 0.523. (4) The MHC is HLA-B58:01 with pseudo-sequence HLA-B58:01. The binding affinity (normalized) is 0. The peptide sequence is RDYVDRFYKTL. (5) The MHC is Patr-A0701 with pseudo-sequence Patr-A0701. The binding affinity (normalized) is 0.128. The peptide sequence is PMGVGLSPFL. (6) The binding affinity (normalized) is 0.0561. The MHC is H-2-Kb with pseudo-sequence H-2-Kb. The peptide sequence is IQRRTLDLLKY.